From a dataset of Full USPTO retrosynthesis dataset with 1.9M reactions from patents (1976-2016). Predict the reactants needed to synthesize the given product. (1) Given the product [CH2:28]([NH:22][C@H:9]1[C@H:8]([C:5]2[CH:6]=[CH:7][C:2]([F:1])=[CH:3][CH:4]=2)[CH2:12][N:11]([S:13]([C:16]2[N:17]=[CH:18][N:19]([CH3:21])[CH:20]=2)(=[O:15])=[O:14])[CH2:10]1)[C:29]1[CH:34]=[CH:33][CH:32]=[CH:31][CH:30]=1, predict the reactants needed to synthesize it. The reactants are: [F:1][C:2]1[CH:7]=[CH:6][C:5]([C@@H:8]2[CH2:12][N:11]([S:13]([C:16]3[N:17]=[CH:18][N:19]([CH3:21])[CH:20]=3)(=[O:15])=[O:14])[CH2:10][C@H:9]2[NH2:22])=[CH:4][CH:3]=1.CC([O-])=O.[Na+].[CH:28](=O)[C:29]1[CH:34]=[CH:33][CH:32]=[CH:31][CH:30]=1.[O-]S([O-])(=O)=O.[Mg+2]. (2) Given the product [CH2:1]([OH:16])[C:2]#[C:3][CH2:4][CH2:5][CH2:6][CH2:7][CH2:8][CH2:9][CH2:10][CH2:11][CH2:12][CH2:13][CH2:14][CH3:15], predict the reactants needed to synthesize it. The reactants are: [CH2:1]([O:16]C1CCCCO1)[C:2]#[C:3][CH2:4][CH2:5][CH2:6][CH2:7][CH2:8][CH2:9][CH2:10][CH2:11][CH2:12][CH2:13][CH2:14][CH3:15].CC1C=CC(S(O)(=O)=O)=CC=1. (3) The reactants are: [NH2:1][C:2]1[CH:18]=[CH:17][C:5]2[N:6]=[C:7]([NH:9][CH2:10][CH2:11][N:12]3[CH2:16][CH2:15][CH2:14][CH2:13]3)[S:8][C:4]=2[CH:3]=1.Br.C1(S[C:27]([C:29]2[S:30][CH:31]=[CH:32][CH:33]=2)=[NH:28])C=CC=CC=1. Given the product [N:12]1([CH2:11][CH2:10][NH:9][C:7]2[S:8][C:4]3[CH:3]=[C:2]([NH:1][C:27]([C:29]4[S:30][CH:31]=[CH:32][CH:33]=4)=[NH:28])[CH:18]=[CH:17][C:5]=3[N:6]=2)[CH2:16][CH2:15][CH2:14][CH2:13]1, predict the reactants needed to synthesize it. (4) Given the product [CH:38]([O:41][N:42]=[CH:1][C:3]1[CH:4]=[C:5]([CH:35]=[CH:36][CH:37]=1)[CH2:6][N:7]([C@@H:25]1[C:34]2[C:29](=[CH:30][CH:31]=[CH:32][CH:33]=2)[CH2:28][CH2:27][CH2:26]1)[C:8]([C:10]1[CH:15]=[C:14]([C:16]([OH:18])=[O:17])[C:13]([C:19]([OH:21])=[O:20])=[CH:12][C:11]=1[C:22]([OH:24])=[O:23])=[O:9])([CH3:40])[CH3:39], predict the reactants needed to synthesize it. The reactants are: [CH:1]([C:3]1[CH:4]=[C:5]([CH:35]=[CH:36][CH:37]=1)[CH2:6][N:7]([C@@H:25]1[C:34]2[C:29](=[CH:30][CH:31]=[CH:32][CH:33]=2)[CH2:28][CH2:27][CH2:26]1)[C:8]([C:10]1[CH:15]=[C:14]([C:16]([OH:18])=[O:17])[C:13]([C:19]([OH:21])=[O:20])=[CH:12][C:11]=1[C:22]([OH:24])=[O:23])=[O:9])=O.[CH:38]([O:41][NH2:42])([CH3:40])[CH3:39].